This data is from Full USPTO retrosynthesis dataset with 1.9M reactions from patents (1976-2016). The task is: Predict the reactants needed to synthesize the given product. (1) Given the product [F:27][C:28]([F:41])([F:40])[S:29]([O:19][C:16]1[C:17]2[C:12](=[CH:11][N:10]=[C:9]([O:8][CH2:1][C:2]3[CH:3]=[CH:4][CH:5]=[CH:6][CH:7]=3)[CH:18]=2)[CH:13]=[CH:14][N:15]=1)(=[O:31])=[O:30], predict the reactants needed to synthesize it. The reactants are: [CH2:1]([O:8][C:9]1[CH:18]=[C:17]2[C:12]([CH:13]=[CH:14][N:15]=[C:16]2[OH:19])=[CH:11][N:10]=1)[C:2]1[CH:7]=[CH:6][CH:5]=[CH:4][CH:3]=1.CCN(CC)CC.[F:27][C:28]([F:41])([F:40])[S:29](O[S:29]([C:28]([F:41])([F:40])[F:27])(=[O:31])=[O:30])(=[O:31])=[O:30]. (2) Given the product [O:28]1[C:32]2[CH:33]=[CH:34][C:35]([N:8]3[C:9](=[O:26])[C:10]([CH2:11][C:12]4[CH:17]=[CH:16][C:15]([C:18]5[C:19]([C:24]#[N:25])=[CH:20][CH:21]=[CH:22][CH:23]=5)=[CH:14][CH:13]=4)=[C:5]([CH2:1][CH2:2][CH2:3][CH3:4])[N:6]=[C:7]3[CH3:27])=[CH:36][C:31]=2[O:30][CH2:29]1, predict the reactants needed to synthesize it. The reactants are: [CH2:1]([C:5]1[N:6]=[C:7]([CH3:27])[NH:8][C:9](=[O:26])[C:10]=1[CH2:11][C:12]1[CH:17]=[CH:16][C:15]([C:18]2[C:19]([C:24]#[N:25])=[CH:20][CH:21]=[CH:22][CH:23]=2)=[CH:14][CH:13]=1)[CH2:2][CH2:3][CH3:4].[O:28]1[C:32]2[CH:33]=[CH:34][C:35](B(O)O)=[CH:36][C:31]=2[O:30][CH2:29]1.C(N(CC)CC)C.N1C=CC=CC=1. (3) Given the product [CH2:3]([N:10]1[CH2:15][CH2:14][N:13]([C:16](=[O:31])[C:17]2[CH:22]=[C:21]([C:23]([F:24])([F:25])[F:26])[CH:20]=[C:19]([C:27]([F:30])([F:29])[F:28])[CH:18]=2)[C@H:12]([CH2:32][C:33]2[CH:38]=[CH:37][C:36]([CH3:39])=[C:35]([O:40][CH2:41][O:42][CH2:43][CH2:44][O:45][CH3:46])[CH:34]=2)[CH2:11]1)[C:4]1[CH:9]=[CH:8][CH:7]=[CH:6][CH:5]=1, predict the reactants needed to synthesize it. The reactants are: [H-].[Na+].[CH2:3]([N:10]1[CH2:15][CH2:14][N:13]([C:16](=[O:31])[C:17]2[CH:22]=[C:21]([C:23]([F:26])([F:25])[F:24])[CH:20]=[C:19]([C:27]([F:30])([F:29])[F:28])[CH:18]=2)[C@H:12]([CH2:32][C:33]2[CH:38]=[CH:37][C:36]([CH3:39])=[C:35]([OH:40])[CH:34]=2)[CH2:11]1)[C:4]1[CH:9]=[CH:8][CH:7]=[CH:6][CH:5]=1.[CH3:41][O:42][CH2:43][CH2:44][O:45][CH2:46]Cl.O. (4) Given the product [CH2:1]([OH:5])[CH2:2][CH:3]=[CH2:4].[CH3:13][C:12]1[CH:14]=[CH:15][C:9]([S:6]([O-:5])(=[O:8])=[O:7])=[CH:10][CH:11]=1, predict the reactants needed to synthesize it. The reactants are: [CH2:1]([OH:5])[CH2:2][CH:3]=[CH2:4].[S:6](Cl)([C:9]1[CH:15]=[CH:14][C:12]([CH3:13])=[CH:11][CH:10]=1)(=[O:8])=[O:7]. (5) The reactants are: [CH3:1][C:2]([Si:5]([CH3:26])([CH3:25])[O:6][CH2:7][C:8]1[CH:9]=[C:10]([CH:23]=[O:24])[C:11]([C:14]2[CH:19]=[C:18]([O:20][CH3:21])[CH:17]=[CH:16][C:15]=2[F:22])=[CH:12][CH:13]=1)([CH3:4])[CH3:3].[C:27]([Mg]Br)([CH3:29])=[CH2:28]. Given the product [CH3:4][C:2]([Si:5]([CH3:25])([CH3:26])[O:6][CH2:7][C:8]1[CH:13]=[CH:12][C:11]([C:14]2[CH:19]=[C:18]([O:20][CH3:21])[CH:17]=[CH:16][C:15]=2[F:22])=[C:10]([CH:23]([OH:24])[C:27]([CH3:29])=[CH2:28])[CH:9]=1)([CH3:1])[CH3:3], predict the reactants needed to synthesize it. (6) Given the product [F:1][C:2]1[CH:3]=[CH:4][C:5]([C:8]2[C:9]3[C:10](=[N:27][N:28]([CH2:30][C:31]([N:59]4[CH2:64][CH2:63][O:62][CH2:61][CH2:60]4)=[O:33])[CH:29]=3)[N:11]=[C:12]([C:20]3[CH:21]=[CH:22][C:23]([F:26])=[CH:24][CH:25]=3)[C:13]=2[C:14]2[CH:15]=[CH:16][N:17]=[CH:18][CH:19]=2)=[CH:6][CH:7]=1, predict the reactants needed to synthesize it. The reactants are: [F:1][C:2]1[CH:7]=[CH:6][C:5]([C:8]2[C:9]3[C:10](=[N:27][N:28]([CH2:30][C:31]([OH:33])=O)[CH:29]=3)[N:11]=[C:12]([C:20]3[CH:25]=[CH:24][C:23]([F:26])=[CH:22][CH:21]=3)[C:13]=2[C:14]2[CH:19]=[CH:18][N:17]=[CH:16][CH:15]=2)=[CH:4][CH:3]=1.C1(N=C=NC2CCCCC2)CCCCC1.ON1C2C=CC=CC=2N=N1.[NH:59]1[CH2:64][CH2:63][O:62][CH2:61][CH2:60]1. (7) Given the product [CH3:12][N:13]([C:14]1[CH:15]=[CH:16][C:17]([NH:20][C:21]([NH:23][C:24]2[CH:29]=[CH:28][CH:27]=[CH:26][CH:25]=2)=[O:22])=[CH:18][CH:19]=1)[S:8]([C:4]1[CH:5]=[N:6][CH:7]=[C:2]([Br:1])[CH:3]=1)(=[O:10])=[O:9], predict the reactants needed to synthesize it. The reactants are: [Br:1][C:2]1[CH:3]=[C:4]([S:8](Cl)(=[O:10])=[O:9])[CH:5]=[N:6][CH:7]=1.[CH3:12][NH:13][C:14]1[CH:19]=[CH:18][C:17]([NH:20][C:21]([NH:23][C:24]2[CH:29]=[CH:28][CH:27]=[CH:26][CH:25]=2)=[O:22])=[CH:16][CH:15]=1. (8) Given the product [CH3:18][C:15]1[N:14]([CH3:19])[C:13]2[C:17](=[C:9]3[C:10](=[CH:11][CH:12]=2)[C@@H:5]2[C@H:6]([O:26][CH2:2][CH2:3][O:4]2)[C@@H:7]([C:20]2[CH:25]=[CH:24][CH:23]=[CH:22][CH:21]=2)[O:8]3)[N:16]=1, predict the reactants needed to synthesize it. The reactants are: F[CH2:2][CH2:3][O:4][C@@H:5]1[C:10]2[CH:11]=[CH:12][C:13]3[N:14]([CH3:19])[C:15]([CH3:18])=[N:16][C:17]=3[C:9]=2[O:8][C@H:7]([C:20]2[CH:25]=[CH:24][CH:23]=[CH:22][CH:21]=2)[C@H:6]1[OH:26].[H-].[Na+].